Dataset: Reaction yield outcomes from USPTO patents with 853,638 reactions. Task: Predict the reaction yield, written as a fraction of the theoretical maximum amount of product (1.0 means a 100% yield; for example, 0.34 means a 34% yield). The reactants are [Cl:1][C:2]1[CH:3]=[C:4]([NH:17][C:18]2[C:23](I)=[CH:22][N:21]=[CH:20][N:19]=2)[CH:5]=[CH:6][C:7]=1[O:8][CH2:9][C:10]1[CH:15]=[CH:14][CH:13]=[C:12]([F:16])[CH:11]=1.[C:25]([C:27]1[CH:35]=[C:34]2[C:30]([CH:31]=[CH:32][N:33]2[S:36]([C:39]2[CH:44]=[CH:43][C:42]([CH3:45])=[CH:41][CH:40]=2)(=[O:38])=[O:37])=[CH:29][CH:28]=1)#[CH:26].C(N(CC)CC)C. The catalyst is [Cu]I.C1COCC1. The product is [Cl:1][C:2]1[CH:3]=[C:4]([NH:17][C:18]2[C:23]([C:26]#[C:25][C:27]3[CH:35]=[C:34]4[C:30]([CH:31]=[CH:32][N:33]4[S:36]([C:39]4[CH:44]=[CH:43][C:42]([CH3:45])=[CH:41][CH:40]=4)(=[O:38])=[O:37])=[CH:29][CH:28]=3)=[CH:22][N:21]=[CH:20][N:19]=2)[CH:5]=[CH:6][C:7]=1[O:8][CH2:9][C:10]1[CH:15]=[CH:14][CH:13]=[C:12]([F:16])[CH:11]=1. The yield is 0.410.